This data is from Peptide-MHC class II binding affinity with 134,281 pairs from IEDB. The task is: Regression. Given a peptide amino acid sequence and an MHC pseudo amino acid sequence, predict their binding affinity value. This is MHC class II binding data. (1) The peptide sequence is DTPYLDITYHFVMQRLPL. The MHC is DRB1_0405 with pseudo-sequence DRB1_0405. The binding affinity (normalized) is 0.468. (2) The peptide sequence is NGSQFFLCTAKTAWL. The MHC is HLA-DQA10201-DQB10202 with pseudo-sequence HLA-DQA10201-DQB10202. The binding affinity (normalized) is 0.408. (3) The binding affinity (normalized) is 0.588. The MHC is DRB1_0405 with pseudo-sequence DRB1_0405. The peptide sequence is IISTFHLSIPNFNQY.